Predict which catalyst facilitates the given reaction. From a dataset of Catalyst prediction with 721,799 reactions and 888 catalyst types from USPTO. (1) Reactant: [CH2:1]([O:3][C:4](=[O:15])[CH2:5][C:6]1[CH:11]=[CH:10][C:9]([O:12][CH3:13])=[C:8](Br)[CH:7]=1)[CH3:2].[B:16]1([B:16]2[O:20][C:19]([CH3:22])([CH3:21])[C:18]([CH3:24])([CH3:23])[O:17]2)[O:20][C:19]([CH3:22])([CH3:21])[C:18]([CH3:24])([CH3:23])[O:17]1.C([O-])(=O)C.[K+]. Product: [CH2:1]([O:3][C:4](=[O:15])[CH2:5][C:6]1[CH:11]=[CH:10][C:9]([O:12][CH3:13])=[C:8]([B:16]2[O:20][C:19]([CH3:22])([CH3:21])[C:18]([CH3:24])([CH3:23])[O:17]2)[CH:7]=1)[CH3:2]. The catalyst class is: 873. (2) Reactant: [F:1][C:2]1([F:23])[CH2:6][CH2:5][N:4]([CH2:7][C@@H:8]([NH:12][C:13](=[O:22])[C:14]2[CH:19]=[CH:18][C:17]([CH3:20])=[C:16]([CH3:21])[CH:15]=2)[CH:9]([CH3:11])[CH3:10])[CH2:3]1.[H-].[Na+].[CH3:26]I. Product: [F:23][C:2]1([F:1])[CH2:6][CH2:5][N:4]([CH2:7][C@@H:8]([N:12]([CH3:26])[C:13](=[O:22])[C:14]2[CH:19]=[CH:18][C:17]([CH3:20])=[C:16]([CH3:21])[CH:15]=2)[CH:9]([CH3:11])[CH3:10])[CH2:3]1. The catalyst class is: 1. (3) Reactant: [Br:1][C:2]1[C:3]([Cl:21])=[C:4]([NH:16][C:17](=[O:20])[O:18][CH3:19])[CH:5]=[C:6]([NH:8][C:9](=[O:15])[O:10][C:11]([CH3:14])([CH3:13])[CH3:12])[CH:7]=1.C[Si]([N-][Si](C)(C)C)(C)C.[Na+].Cl[CH2:33][C:34]1[CH:39]=[CH:38][C:37]([O:40][CH3:41])=[CH:36][CH:35]=1. Product: [Br:1][C:2]1[C:3]([Cl:21])=[C:4]([N:16]([CH2:33][C:34]2[CH:39]=[CH:38][C:37]([O:40][CH3:41])=[CH:36][CH:35]=2)[C:17](=[O:20])[O:18][CH3:19])[CH:5]=[C:6]([N:8]([CH2:33][C:34]2[CH:39]=[CH:38][C:37]([O:40][CH3:41])=[CH:36][CH:35]=2)[C:9](=[O:15])[O:10][C:11]([CH3:14])([CH3:12])[CH3:13])[CH:7]=1. The catalyst class is: 3.